Dataset: Peptide-MHC class I binding affinity with 185,985 pairs from IEDB/IMGT. Task: Regression. Given a peptide amino acid sequence and an MHC pseudo amino acid sequence, predict their binding affinity value. This is MHC class I binding data. (1) The peptide sequence is WLLWPVTLA. The MHC is HLA-A02:06 with pseudo-sequence HLA-A02:06. The binding affinity (normalized) is 0.736. (2) The peptide sequence is FTDISMSLY. The MHC is HLA-A30:01 with pseudo-sequence HLA-A30:01. The binding affinity (normalized) is 0.0847. (3) The peptide sequence is DESGLNISGY. The MHC is HLA-B44:03 with pseudo-sequence HLA-B44:03. The binding affinity (normalized) is 0.171. (4) The peptide sequence is QTEENLLDF. The MHC is HLA-A30:01 with pseudo-sequence HLA-A30:01. The binding affinity (normalized) is 0.213. (5) The peptide sequence is AFVRFSTDK. The MHC is HLA-B54:01 with pseudo-sequence HLA-B54:01. The binding affinity (normalized) is 0.